Dataset: Full USPTO retrosynthesis dataset with 1.9M reactions from patents (1976-2016). Task: Predict the reactants needed to synthesize the given product. (1) Given the product [CH3:30][N:31]([CH3:32])[C:2]1[CH:3]=[N:4][CH:5]=[C:6]([N:8]2[CH:12]=[C:11]([C:13]#[C:14][C:15]3[CH:20]=[CH:19][N:18]=[C:17]([CH3:21])[CH:16]=3)[N:10]=[C:9]2[CH3:22])[CH:7]=1, predict the reactants needed to synthesize it. The reactants are: F[C:2]1[CH:3]=[N:4][CH:5]=[C:6]([N:8]2[CH:12]=[C:11]([C:13]#[C:14][C:15]3[CH:20]=[CH:19][N:18]=[C:17]([CH3:21])[CH:16]=3)[N:10]=[C:9]2[CH3:22])[CH:7]=1.C(=O)([O-])[O-].[K+].[K+].Cl.[CH3:30][NH:31][CH3:32].O. (2) The reactants are: C([O:8][CH2:9][CH2:10][CH2:11][C:12]1[N:13]=[C:14]([C:32]2[CH:37]=[CH:36][C:35]([C:38]([F:41])([F:40])[F:39])=[CH:34][CH:33]=2)[S:15][C:16]=1[CH2:17][O:18][C:19]1[CH:24]=[CH:23][C:22]([C:25]2[NH:29][C:28](=[O:30])[O:27][N:26]=2)=[C:21]([F:31])[CH:20]=1)C1C=CC=CC=1.B(Br)(Br)Br.ClCCl.CC(C)=O.C([O-])(O)=O.[Na+]. Given the product [F:31][C:21]1[CH:20]=[C:19]([O:18][CH2:17][C:16]2[S:15][C:14]([C:32]3[CH:37]=[CH:36][C:35]([C:38]([F:40])([F:41])[F:39])=[CH:34][CH:33]=3)=[N:13][C:12]=2[CH2:11][CH2:10][CH2:9][OH:8])[CH:24]=[CH:23][C:22]=1[C:25]1[NH:29][C:28](=[O:30])[O:27][N:26]=1, predict the reactants needed to synthesize it. (3) The reactants are: [I:1][C:2]1[CH:7]=[CH:6][C:5]([CH2:8][CH2:9][C:10](O)=[O:11])=[CH:4][CH:3]=1.[H-].[Al+3].[Li+].[H-].[H-].[H-].C(=O)([O-])O.[Na+]. Given the product [I:1][C:2]1[CH:3]=[CH:4][C:5]([CH2:8][CH2:9][CH2:10][OH:11])=[CH:6][CH:7]=1, predict the reactants needed to synthesize it. (4) Given the product [F:8][C:7]1[CH:6]=[CH:5][C:4]([C@:9]2([CH3:26])[CH2:14][C:13]([CH3:16])([CH3:15])[S:12][C:11]([NH:17][C:18](=[O:25])[C:19]3[CH:24]=[CH:23][CH:22]=[CH:21][CH:20]=3)=[N:10]2)=[CH:3][C:2]=1[C:31]1[CH:32]=[N:27][CH:28]=[N:29][CH:30]=1, predict the reactants needed to synthesize it. The reactants are: Br[C:2]1[CH:3]=[C:4]([C@:9]2([CH3:26])[CH2:14][C:13]([CH3:16])([CH3:15])[S:12][C:11]([NH:17][C:18](=[O:25])[C:19]3[CH:24]=[CH:23][CH:22]=[CH:21][CH:20]=3)=[N:10]2)[CH:5]=[CH:6][C:7]=1[F:8].[N:27]1[CH:32]=[C:31](B(O)O)[CH:30]=[N:29][CH:28]=1.C(=O)([O-])[O-].[Cs+].[Cs+].ClCCl. (5) Given the product [CH2:25]([O:32][C:33](=[O:50])[C:34]([CH3:35])([O:36][C:37]1[CH:42]=[CH:41][CH:40]=[C:39]([CH:43]2[CH2:48][CH2:47][CH2:46][N:45]([C:13](=[O:14])[NH:8][CH2:7][C:6]3[CH:9]=[CH:10][C:3]([C:2]([F:11])([F:12])[F:1])=[CH:4][CH:5]=3)[CH2:44]2)[CH:38]=1)[CH3:49])[C:26]1[CH:31]=[CH:30][CH:29]=[CH:28][CH:27]=1, predict the reactants needed to synthesize it. The reactants are: [F:1][C:2]([F:12])([F:11])[C:3]1[CH:10]=[CH:9][C:6]([CH2:7][NH2:8])=[CH:5][CH:4]=1.[C:13](N1C=CN=C1)(N1C=CN=C1)=[O:14].[CH2:25]([O:32][C:33](=[O:50])[C:34]([CH3:49])([O:36][C:37]1[CH:42]=[CH:41][CH:40]=[C:39]([CH:43]2[CH2:48][CH2:47][CH2:46][NH:45][CH2:44]2)[CH:38]=1)[CH3:35])[C:26]1[CH:31]=[CH:30][CH:29]=[CH:28][CH:27]=1.Cl. (6) Given the product [CH:28]1([C:26]2[NH:25][C:24](=[O:34])[C:23]3([CH2:22][CH2:21][N:20]([S:17]([CH2:16][CH2:15][C:12]4[CH:13]=[CH:14][C:9]([NH:8][C:5](=[O:7])[CH3:6])=[CH:10][CH:11]=4)(=[O:18])=[O:19])[CH2:36][CH2:35]3)[N:27]=2)[CH2:33][CH2:32][CH2:31][CH2:30][CH2:29]1, predict the reactants needed to synthesize it. The reactants are: C(O[C:5](=[O:7])[CH3:6])(=O)C.[NH2:8][C:9]1[CH:14]=[CH:13][C:12]([CH2:15][CH2:16][S:17]([N:20]2[CH2:36][CH2:35][C:23]3([N:27]=[C:26]([CH:28]4[CH2:33][CH2:32][CH2:31][CH2:30][CH2:29]4)[NH:25][C:24]3=[O:34])[CH2:22][CH2:21]2)(=[O:19])=[O:18])=[CH:11][CH:10]=1.C(N(CC)CC)C. (7) Given the product [C:27]([C:29]1[CH:35]=[CH:34][C:32]([NH:33][C:3]2[CH:10]=[CH:9][C:6]([C:7]#[N:8])=[C:5]([C:11]3[C:20]4[C:15](=[CH:16][CH:17]=[CH:18][CH:19]=4)[CH:14]=[CH:13][CH:12]=3)[C:4]=2[CH2:37][C:36]2[N:39]([CH3:42])[CH:40]=[N:52][CH:38]=2)=[CH:31][CH:30]=1)#[N:28], predict the reactants needed to synthesize it. The reactants are: OC(C1N(C)C=NC=1)[C:3]1[CH:10]=[CH:9][C:6]([C:7]#[N:8])=[C:5]([C:11]2[C:20]3[C:15](=[CH:16][CH:17]=[CH:18][CH:19]=3)[CH:14]=[CH:13][CH:12]=2)[CH:4]=1.[C:27]([C:29]1[CH:35]=[CH:34][C:32]([NH2:33])=[CH:31][CH:30]=1)#[N:28].[CH:36]([N:39]([CH:42](C)C)[CH2:40]C)([CH3:38])[CH3:37].C(OCC)(=O)C.C[N:52](C=O)C. (8) The reactants are: [CH:1]([C:4]1[C:9](=[O:10])[NH:8][C:7](=[O:11])[NH:6][C:5]=1[C:12]([C:14]1[CH:15]=[C:16]([CH:19]=[C:20]([CH3:22])[CH:21]=1)[C:17]#[N:18])=[O:13])([CH3:3])[CH3:2].C(=O)([O-])[O-].[K+].[K+].[I-].[Li+].[CH3:31][O:32][C:33](=[O:44])[CH2:34][C:35]1([CH2:38]OS(C)(=O)=O)[CH2:37][CH2:36]1. Given the product [CH3:31][O:32][C:33](=[O:44])[CH2:34][C:35]1([CH2:38][N:6]2[C:5]([C:12](=[O:13])[C:14]3[CH:21]=[C:20]([CH3:22])[CH:19]=[C:16]([C:17]#[N:18])[CH:15]=3)=[C:4]([CH:1]([CH3:3])[CH3:2])[C:9](=[O:10])[NH:8][C:7]2=[O:11])[CH2:37][CH2:36]1, predict the reactants needed to synthesize it.